Dataset: Forward reaction prediction with 1.9M reactions from USPTO patents (1976-2016). Task: Predict the product of the given reaction. (1) Given the reactants [CH2:1]([O:15][CH2:16][C@@H:17]([O:20][CH2:21][CH2:22][CH2:23][CH2:24][CH2:25][CH2:26][CH2:27][CH2:28][CH2:29][CH2:30][CH2:31][CH2:32][CH2:33][CH3:34])[CH2:18]Br)[CH2:2][CH2:3][CH2:4][CH2:5][CH2:6][CH2:7][CH2:8][CH2:9][CH2:10][CH2:11][CH2:12][CH2:13][CH3:14].[CH3:35][NH:36][CH3:37], predict the reaction product. The product is: [CH2:1]([O:15][CH2:16][C@@H:17]([O:20][CH2:21][CH2:22][CH2:23][CH2:24][CH2:25][CH2:26][CH2:27][CH2:28][CH2:29][CH2:30][CH2:31][CH2:32][CH2:33][CH3:34])[CH2:18][N:36]([CH3:37])[CH3:35])[CH2:2][CH2:3][CH2:4][CH2:5][CH2:6][CH2:7][CH2:8][CH2:9][CH2:10][CH2:11][CH2:12][CH2:13][CH3:14]. (2) Given the reactants [Cl:1][C:2]([F:35])([F:34])[O:3][C:4]1[C:5]([F:33])=[C:6]([F:32])[CH:7]=[C:8]2[C:13]=1[N:12]([C:14]1[CH:19]=[CH:18][C:17]([CH2:20][N:21]3[CH2:25][CH2:24][CH2:23][CH2:22]3)=[CH:16][CH:15]=1)[CH:11]=[C:10]([C:26]([O:28][CH2:29][CH3:30])=[O:27])[C:9]2=[O:31].C(N(CC1C=CC(N)=CC=1)CC)C, predict the reaction product. The product is: [Cl:1][C:2]([F:34])([F:35])[O:3][C:4]1[C:5]([F:33])=[C:6]([F:32])[CH:7]=[C:8]2[C:13]=1[N:12]([C:14]1[CH:19]=[CH:18][C:17]([CH2:20][N:21]([CH2:25][CH3:24])[CH2:22][CH3:23])=[CH:16][CH:15]=1)[CH:11]=[C:10]([C:26]([O:28][CH2:29][CH3:30])=[O:27])[C:9]2=[O:31]. (3) Given the reactants [CH:1]1([C:4]2[O:8][C:7]([CH:9]3[CH2:14][CH2:13][N:12](C(OC(C)(C)C)=O)[CH2:11][CH2:10]3)=[N:6][N:5]=2)[CH2:3][CH2:2]1.C(O)(C(F)(F)F)=O, predict the reaction product. The product is: [CH:1]1([C:4]2[O:8][C:7]([CH:9]3[CH2:14][CH2:13][NH:12][CH2:11][CH2:10]3)=[N:6][N:5]=2)[CH2:2][CH2:3]1. (4) The product is: [CH3:13][O:12][C:9]1[CH:10]=[CH:11][C:6]2[O:5][C:2]([CH3:14])([CH3:1])[CH:3]=[CH:4][C:7]=2[CH:8]=1. Given the reactants [CH3:1][C:2]([CH3:14])([O:5][C:6]1[CH:11]=[CH:10][C:9]([O:12][CH3:13])=[CH:8][CH:7]=1)[C:3]#[CH:4], predict the reaction product. (5) Given the reactants [N+]([C:4]1[CH:5]=C2C(=C[CH:13]=1)C(=O)NN=C2Br)([O-])=O.[N+:16]([C:19]1[CH:28]=[C:27]2[C:22]([C:23]([Br:30])=[N:24][NH:25][C:26]2=[O:29])=[CH:21][CH:20]=1)([O-:18])=[O:17].[H-].[Na+].BrC(C)C, predict the reaction product. The product is: [N+:16]([C:19]1[CH:28]=[C:27]2[C:22]([C:23]([Br:30])=[N:24][N:25]([CH:4]([CH3:5])[CH3:13])[C:26]2=[O:29])=[CH:21][CH:20]=1)([O-:18])=[O:17]. (6) Given the reactants [NH:1]1[CH2:6][CH2:5][C:4](=[O:7])[CH2:3][CH2:2]1.Cl[CH2:9][CH2:10][CH2:11][N:12]1[CH2:17][CH2:16][CH2:15][CH2:14][CH2:13]1, predict the reaction product. The product is: [N:12]1([CH2:11][CH2:10][CH2:9][N:1]2[CH2:6][CH2:5][C:4](=[O:7])[CH2:3][CH2:2]2)[CH2:17][CH2:16][CH2:15][CH2:14][CH2:13]1.